Task: Predict the reactants needed to synthesize the given product.. Dataset: Full USPTO retrosynthesis dataset with 1.9M reactions from patents (1976-2016) (1) Given the product [CH2:1]([C@H:3]1[N:12]([C:13](=[O:22])[C:14]2[CH:19]=[CH:18][C:17]([OH:20])=[CH:16][CH:15]=2)[C:11]2[C:6](=[CH:7][CH:8]=[C:9]([F:23])[CH:10]=2)[N:5]([CH3:24])[C:4]1=[O:25])[CH3:2], predict the reactants needed to synthesize it. The reactants are: [CH2:1]([C@H:3]1[N:12]([C:13](=[O:22])[C:14]2[CH:19]=[CH:18][C:17]([O:20]C)=[CH:16][CH:15]=2)[C:11]2[C:6](=[CH:7][CH:8]=[C:9]([F:23])[CH:10]=2)[N:5]([CH3:24])[C:4]1=[O:25])[CH3:2].C([C@H]1N(C(=O)C2C=CC(O)=CC=2)C2C(=CC(F)=CC=2)N(C)C1=O)C. (2) Given the product [O:12]([C:19]1[CH:20]=[CH:21][C:22]([C:2]2[C:10]3[C:5](=[N:6][CH:7]=[N:8][C:9]=3[NH2:11])[NH:4][N:3]=2)=[CH:23][CH:24]=1)[C:13]1[CH:18]=[CH:17][CH:16]=[CH:15][CH:14]=1, predict the reactants needed to synthesize it. The reactants are: I[C:2]1[C:10]2[C:5](=[N:6][CH:7]=[N:8][C:9]=2[NH2:11])[NH:4][N:3]=1.[O:12]([C:19]1[CH:24]=[CH:23][C:22](B(O)O)=[CH:21][CH:20]=1)[C:13]1[CH:18]=[CH:17][CH:16]=[CH:15][CH:14]=1.C([O-])([O-])=O.[Na+].[Na+].N#N.